Dataset: Forward reaction prediction with 1.9M reactions from USPTO patents (1976-2016). Task: Predict the product of the given reaction. (1) The product is: [Cl:6][C:7]1[CH:8]=[CH:9][C:10]([C:30]([O:32][CH3:33])=[O:31])=[C:11]2[C:15]=1[N:14]=[C:13]1[N:16]([C:17]3[CH:18]=[N:19][C:20]([O:24][CH3:25])=[CH:21][C:22]=3[CH3:23])[CH2:28][CH2:27][CH2:26][N:12]21. Given the reactants CS(Cl)(=O)=O.[Cl:6][C:7]1[C:15]2[N:14]=[C:13]([NH:16][C:17]3[CH:18]=[N:19][C:20]([O:24][CH3:25])=[CH:21][C:22]=3[CH3:23])[N:12]([CH2:26][CH2:27][CH2:28]O)[C:11]=2[C:10]([C:30]([O:32][CH3:33])=[O:31])=[CH:9][CH:8]=1.S([O-])(=O)(=O)C.C(=O)([O-])[O-].[K+].[K+], predict the reaction product. (2) Given the reactants [I-].[CH2:2]([N+:4]1([CH2:15][CH3:16])[CH:13]2[CH:8]([CH2:9][CH2:10][CH2:11][CH2:12]2)[CH2:7][CH2:6][CH:5]1[CH3:14])[CH3:3].[OH2:17], predict the reaction product. The product is: [OH-:17].[CH2:15]([N+:4]1([CH2:2][CH3:3])[CH:13]2[CH:8]([CH2:9][CH2:10][CH2:11][CH2:12]2)[CH2:7][CH2:6][CH:5]1[CH3:14])[CH3:16].[CH2:15]([N+:4]1([CH2:2][CH3:3])[CH:13]2[CH:8]([CH2:9][CH2:10][CH2:11][CH2:12]2)[CH2:7][CH2:6][CH:5]1[CH3:14])[CH3:16].